The task is: Predict the reaction yield, written as a fraction of the theoretical maximum amount of product (1.0 means a 100% yield; for example, 0.34 means a 34% yield).. This data is from Reaction yield outcomes from USPTO patents with 853,638 reactions. (1) The reactants are [ClH:1].[CH2:2]([C:7]1[N:8]=[C:9]([NH2:12])[NH:10][CH:11]=1)[CH2:3][CH2:4][C:5]#[CH:6].[N:13]([CH2:16][C:17]1[CH:21]=[CH:20][O:19][CH:18]=1)=[N+:14]=[N-:15]. No catalyst specified. The product is [ClH:1].[O:19]1[CH:20]=[CH:21][C:17]([CH2:16][N:13]2[CH:6]=[C:5]([CH2:4][CH2:3][CH2:2][C:7]3[N:8]=[C:9]([NH2:12])[NH:10][CH:11]=3)[N:15]=[N:14]2)=[CH:18]1. The yield is 0.580. (2) The reactants are [CH2:1]([N:8]([CH2:21][CH:22]([OH:24])[CH3:23])[C:9]([CH:11]1[C:14]2[CH:15]=[CH:16][C:17]([Br:20])=[C:18]([Cl:19])[C:13]=2[CH2:12]1)=[O:10])[C:2]1[CH:7]=[CH:6][CH:5]=[CH:4][CH:3]=1.CC(OI1(OC(C)=O)(OC(C)=O)OC(=O)C2C=CC=CC1=2)=O.C(=O)(O)[O-].[Na+]. The catalyst is C(Cl)Cl. The product is [CH2:1]([N:8]([CH2:21][C:22](=[O:24])[CH3:23])[C:9]([CH:11]1[C:14]2[CH:15]=[CH:16][C:17]([Br:20])=[C:18]([Cl:19])[C:13]=2[CH2:12]1)=[O:10])[C:2]1[CH:3]=[CH:4][CH:5]=[CH:6][CH:7]=1. The yield is 0.580. (3) The reactants are [CH:1]1([C:4]([NH:6][C:7]2[N:8]=[CH:9][C:10]3[C:15]([CH:16]=2)=[CH:14][CH:13]=[C:12]([C:17]2[CH:18]=[C:19]([CH:23]=[CH:24][C:25]=2[CH3:26])[C:20]([OH:22])=O)[CH:11]=3)=[O:5])[CH2:3][CH2:2]1.[CH3:27][C:28]1([NH2:32])[CH2:31][CH2:30][CH2:29]1.F[P-](F)(F)(F)(F)F.N1(O[P+](N2CCCC2)(N2CCCC2)N2CCCC2)C2N=CC=CC=2N=N1.C(N(CC)C(C)C)(C)C.CN(C)C=O. The catalyst is CN(C)C1C=CN=CC=1.C(OCC)(=O)C. The product is [CH:1]1([C:4]([NH:6][C:7]2[N:8]=[CH:9][C:10]3[C:15]([CH:16]=2)=[CH:14][CH:13]=[C:12]([C:17]2[CH:18]=[C:19]([CH:23]=[CH:24][C:25]=2[CH3:26])[C:20]([NH:32][C:28]2([CH3:27])[CH2:31][CH2:30][CH2:29]2)=[O:22])[CH:11]=3)=[O:5])[CH2:2][CH2:3]1. The yield is 0.780. (4) The reactants are [CH2:1]([CH2:3][NH2:4])[OH:2].[H-].[Na+].[CH2:7](Cl)[C:8]1[CH:13]=[CH:12][CH:11]=[CH:10][CH:9]=1. The catalyst is C1COCC1. The product is [CH2:7]([O:2][CH2:1][CH2:3][NH2:4])[C:8]1[CH:13]=[CH:12][CH:11]=[CH:10][CH:9]=1. The yield is 0.820.